From a dataset of NCI-60 drug combinations with 297,098 pairs across 59 cell lines. Regression. Given two drug SMILES strings and cell line genomic features, predict the synergy score measuring deviation from expected non-interaction effect. (1) Synergy scores: CSS=15.6, Synergy_ZIP=1.08, Synergy_Bliss=3.37, Synergy_Loewe=-6.95, Synergy_HSA=2.20. Cell line: HCT-15. Drug 2: CC1=C(C(=CC=C1)Cl)NC(=O)C2=CN=C(S2)NC3=CC(=NC(=N3)C)N4CCN(CC4)CCO. Drug 1: C1CCC(C1)C(CC#N)N2C=C(C=N2)C3=C4C=CNC4=NC=N3. (2) Drug 1: CN(C)N=NC1=C(NC=N1)C(=O)N. Drug 2: CCN(CC)CCNC(=O)C1=C(NC(=C1C)C=C2C3=C(C=CC(=C3)F)NC2=O)C. Cell line: MALME-3M. Synergy scores: CSS=3.95, Synergy_ZIP=-0.0371, Synergy_Bliss=1.03, Synergy_Loewe=-10.7, Synergy_HSA=-2.66. (3) Drug 1: CC1CCC2CC(C(=CC=CC=CC(CC(C(=O)C(C(C(=CC(C(=O)CC(OC(=O)C3CCCCN3C(=O)C(=O)C1(O2)O)C(C)CC4CCC(C(C4)OC)OCCO)C)C)O)OC)C)C)C)OC. Drug 2: C1CCC(C(C1)N)N.C(=O)(C(=O)[O-])[O-].[Pt+4]. Cell line: COLO 205. Synergy scores: CSS=41.1, Synergy_ZIP=1.39, Synergy_Bliss=2.18, Synergy_Loewe=7.22, Synergy_HSA=6.22. (4) Cell line: SK-MEL-28. Synergy scores: CSS=17.2, Synergy_ZIP=4.02, Synergy_Bliss=1.39, Synergy_Loewe=-10.8, Synergy_HSA=-9.00. Drug 2: B(C(CC(C)C)NC(=O)C(CC1=CC=CC=C1)NC(=O)C2=NC=CN=C2)(O)O. Drug 1: C#CCC(CC1=CN=C2C(=N1)C(=NC(=N2)N)N)C3=CC=C(C=C3)C(=O)NC(CCC(=O)O)C(=O)O. (5) Drug 1: C1=CC=C(C=C1)NC(=O)CCCCCCC(=O)NO. Drug 2: C1CCC(C(C1)N)N.C(=O)(C(=O)[O-])[O-].[Pt+4]. Cell line: M14. Synergy scores: CSS=22.9, Synergy_ZIP=-3.75, Synergy_Bliss=1.26, Synergy_Loewe=-0.493, Synergy_HSA=0.188. (6) Drug 1: C1=NC(=NC(=O)N1C2C(C(C(O2)CO)O)O)N. Drug 2: C(CC(=O)O)C(=O)CN.Cl. Cell line: MOLT-4. Synergy scores: CSS=61.0, Synergy_ZIP=-1.65, Synergy_Bliss=3.63, Synergy_Loewe=-6.28, Synergy_HSA=4.47.